This data is from Catalyst prediction with 721,799 reactions and 888 catalyst types from USPTO. The task is: Predict which catalyst facilitates the given reaction. (1) Reactant: [Cl:1][C:2]1[CH:3]=[C:4]([CH:9]=[C:10]([NH:12][CH3:13])[N:11]=1)[C:5]([O:7][CH3:8])=[O:6].N1C=CC=CC=1.Cl.[N:21]1[CH:26]=[CH:25][CH:24]=[C:23]([S:27](Cl)(=[O:29])=[O:28])[CH:22]=1.CN(C1C=CC=CN=1)C. Product: [Cl:1][C:2]1[CH:3]=[C:4]([CH:9]=[C:10]([N:12]([CH3:13])[S:27]([C:23]2[CH:22]=[N:21][CH:26]=[CH:25][CH:24]=2)(=[O:29])=[O:28])[N:11]=1)[C:5]([O:7][CH3:8])=[O:6]. The catalyst class is: 2. (2) Reactant: [OH:1][N:2]1[C:10](=[O:11])[C:9]2[C:4](=[CH:5][CH:6]=[CH:7][CH:8]=2)[C:3]1=[O:12].[CH3:13][N:14]1[C:22]2[CH:21]3[CH2:23][CH:18]([CH2:19][CH2:20]3)[C:17]=2[C:16]([CH2:24]O)=[N:15]1.C1(P(C2C=CC=CC=2)C2C=CC=CC=2)C=CC=CC=1.CC(OC(/N=N/C(OC(C)C)=O)=O)C. Product: [CH3:13][N:14]1[C:22]2[CH:21]3[CH2:23][CH:18]([CH2:19][CH2:20]3)[C:17]=2[C:16]([CH2:24][O:1][N:2]2[C:10](=[O:11])[C:9]3[C:4](=[CH:5][CH:6]=[CH:7][CH:8]=3)[C:3]2=[O:12])=[N:15]1. The catalyst class is: 1. (3) Reactant: [Cl:1][C:2]1[CH:11]=[CH:10][C:5]([C:6](=[N:8][OH:9])[NH2:7])=[CH:4][CH:3]=1.[H-].[Na+].[Cl:14][C:15]1[CH:20]=[CH:19][CH:18]=[C:17]([F:21])[C:16]=1[C:22]1[NH:26][C:25](=[O:27])[N:24]([C:28]2[CH:37]=[CH:36][C:31]([C:32](OC)=O)=[C:30]([O:38][CH3:39])[CH:29]=2)[N:23]=1. Product: [Cl:14][C:15]1[CH:20]=[CH:19][CH:18]=[C:17]([F:21])[C:16]=1[C:22]1[NH:26][C:25](=[O:27])[N:24]([C:28]2[CH:37]=[CH:36][C:31]([C:32]3[O:9][N:8]=[C:6]([C:5]4[CH:10]=[CH:11][C:2]([Cl:1])=[CH:3][CH:4]=4)[N:7]=3)=[C:30]([O:38][CH3:39])[CH:29]=2)[N:23]=1. The catalyst class is: 11. (4) Reactant: [CH3:1][C:2]1([CH3:10])[C:7](=[O:8])[CH2:6][C:5](=[O:9])[CH2:4][O:3]1.C([O-])(O)=O.[Na+].Br[CH2:17][C:18](=[O:24])[C:19]([O:21][CH2:22][CH3:23])=[O:20]. Product: [OH:24][C:18]1([C:19]([O:21][CH2:22][CH3:23])=[O:20])[C:6]2[C:7](=[O:8])[C:2]([CH3:10])([CH3:1])[O:3][CH2:4][C:5]=2[O:9][CH2:17]1. The catalyst class is: 8. (5) Reactant: [CH:1]([N:4]1[C:8]([C:9]2[N:18]=[C:17]3[N:11]([CH2:12][CH2:13][O:14][C:15]4[CH:22]=[C:21]([C:23]5[CH2:28][CH2:27][NH:26][CH2:25][C:24]=5[C:29]([NH2:31])=[O:30])[CH:20]=[CH:19][C:16]=43)[CH:10]=2)=[N:7][CH:6]=[N:5]1)([CH3:3])[CH3:2].C=O.[C:34](O[BH-](OC(=O)C)OC(=O)C)(=O)C.[Na+].C(O)(=O)C.C(=O)([O-])O.[Na+]. Product: [CH:1]([N:4]1[C:8]([C:9]2[N:18]=[C:17]3[C:16]4[CH:19]=[CH:20][C:21]([C:23]5[CH:24]([C:29]([NH2:31])=[O:30])[CH2:25][N:26]([CH3:34])[CH2:27][CH:28]=5)=[CH:22][C:15]=4[O:14][CH2:13][CH2:12][N:11]3[CH:10]=2)=[N:7][CH:6]=[N:5]1)([CH3:3])[CH3:2]. The catalyst class is: 61.